This data is from Drug-target binding data from BindingDB using Ki measurements. The task is: Regression. Given a target protein amino acid sequence and a drug SMILES string, predict the binding affinity score between them. We predict pKi (pKi = -log10(Ki in M); higher means stronger inhibition). Dataset: bindingdb_ki. (1) The compound is CN(C(=O)Cc1ccccc1)[C@H]1CC[C@@]2(CCCO2)C[C@@H]1N1CCCC1. The target protein sequence is MDSPIQIFRGEPGPTCAPSACLPPNSSAWFPGWAEPDSNGSAGSEDAQLEPAHISPAIPVIITAVYSVVFVVGLVGNSLVMFVIIRYTKMKTATNIYIFNLALADALVTTTMPFQSTVFLMNSWPFGDVLCKIVISIDYYNMFTSIFTLTMMSVDRYIAVCHPVKALDFRTPLKAKIINICIWLLSSSVGISAIVLGGTKVREDVDVIECSLQFPDDDYSWWDLFMKICVFIFAFVIPVLIIIVCYTLMILRLKSVRLLSGSREKDRNLRRITRLVLVVVAVFVVCWTPIHIFILVEALGSTSHSTAALSSYYFCIALGYTNSSLNPILYAFLDENFKRCFRDFCFPLKMRMERQSTSRVRNTVQDPAYLRDIDGMNKPV. The pKi is 7.5. (2) The small molecule is CC(C)n1cnc2c(C(=O)NC3CC4CCC(C3)N4C)cc(Cl)cc21. The target protein (O70528) has sequence MDKLDANVSSKEGFGSVEKVVLLTFLSAVILMAILGNLLVMVAVCRDRQLRKIKTNYFIVSLAFADLLVSVLVMPFGAIELVQDIWVYGEMFCLVRTSLDVLLTTASIFHLCCISLDRYYAICCQPLVYRNKMTPLRIALMLGGCWVIPMFISFLPIMQGWNNIGIVDLIEKRKFNQNSNSTYCVFMVNKPYAITCSVVAFYIPFLLMVLAYYRIYVTAKEHARQIQVLQRAGAPAEGRPQPADQHSTHRMRTETKAAKTLCIIMGCFCLCWAPFFVTNIVDPFIDYTVPGQLWTAFLWLGYINSGLNPFLYAFLNKSFRRAFLIILCCDDERYRRPSILGQTVPCSTTTINGSTHVLRDTVECGGQWESQCHPAASSPLVAAQPIDT. The pKi is 6.8.